This data is from Forward reaction prediction with 1.9M reactions from USPTO patents (1976-2016). The task is: Predict the product of the given reaction. Given the reactants [OH-:1].[Na+].[I-].[CH3:4][N+:5]1[C:18]2[C:17]3[C:12](=[CH:13][CH:14]=[CH:15][N:16]=3)[C:11]3[CH:19]=[CH:20][CH:21]=[CH:22][C:10]=3[C:9]=2[CH:8]=[CH:7][CH:6]=1, predict the reaction product. The product is: [CH3:4][N:5]1[C:18]2[C:17]3[C:12](=[CH:13][CH:14]=[CH:15][N:16]=3)[C:11]3[CH:19]=[CH:20][CH:21]=[CH:22][C:10]=3[C:9]=2[CH:8]=[CH:7][C:6]1=[O:1].